Task: Predict the reactants needed to synthesize the given product.. Dataset: Full USPTO retrosynthesis dataset with 1.9M reactions from patents (1976-2016) (1) Given the product [C:28]([O:23][C@@:9]1([C:14]#[C:15][C:16]2[CH:17]=[C:18]([CH3:22])[CH:19]=[CH:20][CH:21]=2)[CH2:10][CH2:11][CH2:12][C@@H:13]2[C@H:8]1[CH2:7][CH2:6][N:5]2[C:3]([O:2][CH3:1])=[O:4])(=[O:29])[CH2:27][CH2:26][CH2:25][C:24]([O:32][CH3:33])=[O:31], predict the reactants needed to synthesize it. The reactants are: [CH3:1][O:2][C:3]([N:5]1[C@@H:13]2[C@@H:8]([C@@:9]([OH:23])([C:14]#[C:15][C:16]3[CH:17]=[C:18]([CH3:22])[CH:19]=[CH:20][CH:21]=3)[CH2:10][CH2:11][CH2:12]2)[CH2:7][CH2:6]1)=[O:4].[C:24]([O:32][CH3:33])(=[O:31])[CH2:25][CH2:26][CH2:27][C:28]([O-])=[O:29]. (2) Given the product [CH3:43][C:44]1[C:45]([N:51]2[CH2:52][CH2:53][N:54]([C:57]([C:59]3[CH:64]=[CH:63][C:62]([N:65]4[CH:69]([CH2:70][CH3:71])[C:68](=[O:72])[NH:67][C:66]4=[O:82])=[CH:61][C:60]=3[F:83])=[O:58])[CH2:55][CH2:56]2)=[N:46][CH:47]=[C:48]([CH3:50])[CH:49]=1, predict the reactants needed to synthesize it. The reactants are: BrC1C=CC(C(N2CCN(C3C(C)=CC(C)=CN=3)CC2)=O)=C(F)C=1.C(C1NC(=O)N(CC2C=CC(OC)=CC=2)C1=O)C.[CH3:43][C:44]1[C:45]([N:51]2[CH2:56][CH2:55][N:54]([C:57]([C:59]3[CH:64]=[CH:63][C:62]([N:65]4[CH:69]([CH2:70][CH3:71])[C:68](=[O:72])[N:67](CC5C=CC(OC)=CC=5)[C:66]4=[O:82])=[CH:61][C:60]=3[F:83])=[O:58])[CH2:53][CH2:52]2)=[N:46][CH:47]=[C:48]([CH3:50])[CH:49]=1. (3) Given the product [CH3:4][C@@H:5]1[CH2:11][C:10]2[CH:12]=[C:13]3[O:18][CH2:17][O:16][C:14]3=[CH:15][C:9]=2[C:8]([C:19]2[CH:24]=[CH:23][C:22]([N+:25]([O-:27])=[O:26])=[CH:21][CH:20]=2)=[N:7][N:6]1[C:28]1[S:29][N:2]=[N:1][CH:3]=1, predict the reactants needed to synthesize it. The reactants are: [N+:1](=[CH2:3])=[N-:2].[CH3:4][C@@H:5]1[CH2:11][C:10]2[CH:12]=[C:13]3[O:18][CH2:17][O:16][C:14]3=[CH:15][C:9]=2[C:8]([C:19]2[CH:24]=[CH:23][C:22]([N+:25]([O-:27])=[O:26])=[CH:21][CH:20]=2)=[N:7][N:6]1[C:28](Cl)=[S:29]. (4) Given the product [Br:1][C:17]1[S:16][CH:15]=[C:14]([C:8]2[CH:9]=[CH:10][CH:11]=[C:12]([Cl:13])[C:7]=2[Cl:6])[N:18]=1, predict the reactants needed to synthesize it. The reactants are: [BrH:1].C(O)(=O)C.[Cl:6][C:7]1[C:12]([Cl:13])=[CH:11][CH:10]=[CH:9][C:8]=1[C:14](=O)[CH2:15][S:16][C:17]#[N:18].O. (5) Given the product [C:1]1([CH2:7][CH2:8][C:9]2[N:13]([CH2:25][C:26]3[CH:31]=[CH:30][C:29]([CH2:32][OH:33])=[CH:28][CH:27]=3)[N:12]=[C:11]([C:14]3[CH:15]=[CH:16][C:17]([C:20]([F:23])([F:22])[F:21])=[CH:18][CH:19]=3)[CH:10]=2)[CH:6]=[CH:5][CH:4]=[CH:3][CH:2]=1, predict the reactants needed to synthesize it. The reactants are: [C:1]1([CH2:7][CH2:8][C:9]2[NH:13][N:12]=[C:11]([C:14]3[CH:19]=[CH:18][C:17]([C:20]([F:23])([F:22])[F:21])=[CH:16][CH:15]=3)[CH:10]=2)[CH:6]=[CH:5][CH:4]=[CH:3][CH:2]=1.Cl[CH2:25][C:26]1[CH:31]=[CH:30][C:29]([CH2:32][OH:33])=[CH:28][CH:27]=1.C(=O)([O-])[O-].[K+].[K+].Cl. (6) Given the product [CH3:1][O:2][C:3]([C:5]1[S:9][C:8]([C:10]#[C:11][CH2:12][N:13]2[C:17](=[O:18])[CH2:16][CH2:15][C@@H:14]2[C:19]([OH:21])=[O:20])=[CH:7][CH:6]=1)=[O:4], predict the reactants needed to synthesize it. The reactants are: [CH3:1][O:2][C:3]([C:5]1[S:9][C:8]([C:10]#[C:11][CH2:12][N:13]2[C:17](=[O:18])[CH2:16][CH2:15][C@@H:14]2[C:19]([O:21]C(C)(C)C)=[O:20])=[CH:7][CH:6]=1)=[O:4].FC(F)(F)C(O)=O. (7) Given the product [CH2:23]([C:25]1[N:30]=[C:29]([NH:31][C:19]([N:9]2[CH2:10][CH2:11][N:7]([CH:4]3[CH2:3][CH2:2][O:1][CH2:6][CH2:5]3)[C:8]2=[O:12])=[O:20])[CH:28]=[CH:27][C:26]=1[O:32][C:33]1[CH:38]=[CH:37][N:36]=[C:35]([C:39]2[CH:44]=[CH:43][N:42]=[C:41]([CH3:45])[CH:40]=2)[CH:34]=1)[CH3:24], predict the reactants needed to synthesize it. The reactants are: [O:1]1[CH2:6][CH2:5][CH:4]([N:7]2[CH2:11][CH2:10][NH:9][C:8]2=[O:12])[CH2:3][CH2:2]1.N1C=CC=CC=1.[C:19](Cl)(Cl)=[O:20].[CH2:23]([C:25]1[N:30]=[C:29]([NH2:31])[CH:28]=[CH:27][C:26]=1[O:32][C:33]1[CH:38]=[CH:37][N:36]=[C:35]([C:39]2[CH:44]=[CH:43][N:42]=[C:41]([CH3:45])[CH:40]=2)[CH:34]=1)[CH3:24].